From a dataset of Forward reaction prediction with 1.9M reactions from USPTO patents (1976-2016). Predict the product of the given reaction. (1) Given the reactants [C:1](NC1C=CC(S(N=[N+]=[N-])(=O)=O)=CC=1)(=O)C.C(=O)([O-])[O-].[K+].[K+].O=C(C)CP(=O)(OC)OC.[CH3:33][C:34]([C:38]1[CH:39]=[C:40]([CH:45]=[CH:46][CH:47]=1)[C:41]([O:43][CH3:44])=[O:42])([CH3:37])[CH:35]=O, predict the reaction product. The product is: [CH3:33][C:34]([C:38]1[CH:39]=[C:40]([CH:45]=[CH:46][CH:47]=1)[C:41]([O:43][CH3:44])=[O:42])([CH3:37])[C:35]#[CH:1]. (2) Given the reactants [CH3:1][C:2]1[O:3][C:4]2[C:5](=[C:7]([OH:11])[CH:8]=[CH:9][CH:10]=2)[N:6]=1.[CH2:12]([O:14][C:15](=[O:19])[C:16]#[C:17][CH3:18])[CH3:13].C(=O)([O-])[O-].[K+].[K+], predict the reaction product. The product is: [CH2:12]([O:14][C:15](=[O:19])/[CH:16]=[C:17](/[O:11][C:7]1[C:5]2[N:6]=[C:2]([CH3:1])[O:3][C:4]=2[CH:10]=[CH:9][CH:8]=1)\[CH3:18])[CH3:13]. (3) Given the reactants [F:1][C:2]1[CH:7]=[CH:6][CH:5]=[C:4]([F:8])[C:3]=1[C:9]1[CH:10]=[C:11]2[C:15](=[CH:16][CH:17]=1)[N:14]([C:18]([O:20][C:21]([CH3:24])([CH3:23])[CH3:22])=[O:19])[CH:13]=[C:12]2I.C([Sn](CCCC)(CCCC)[C:31]1[N:36]=[C:35]([N:37]2[CH2:42][CH2:41][CH2:40][CH:39]([NH:43][C:44](=[O:50])[O:45][C:46]([CH3:49])([CH3:48])[CH3:47])[CH2:38]2)[CH:34]=[N:33][CH:32]=1)CCC, predict the reaction product. The product is: [C:46]([O:45][C:44]([NH:43][CH:39]1[CH2:40][CH2:41][CH2:42][N:37]([C:35]2[N:36]=[C:31]([C:12]3[C:11]4[C:15](=[CH:16][CH:17]=[C:9]([C:3]5[C:2]([F:1])=[CH:7][CH:6]=[CH:5][C:4]=5[F:8])[CH:10]=4)[N:14]([C:18]([O:20][C:21]([CH3:24])([CH3:23])[CH3:22])=[O:19])[CH:13]=3)[CH:32]=[N:33][CH:34]=2)[CH2:38]1)=[O:50])([CH3:49])([CH3:47])[CH3:48].